Dataset: Reaction yield outcomes from USPTO patents with 853,638 reactions. Task: Predict the reaction yield, written as a fraction of the theoretical maximum amount of product (1.0 means a 100% yield; for example, 0.34 means a 34% yield). (1) The reactants are [H-].[Na+].[CH3:3][O:4][C:5]1[CH:6]=[C:7]2[C:11](=[CH:12][CH:13]=1)[NH:10][C:9](=[O:14])[CH2:8]2.[CH3:15]OS(OC)(=O)=O. The catalyst is C1(C)C=CC=CC=1. The product is [CH3:3][O:4][C:5]1[CH:6]=[C:7]2[C:11](=[CH:12][CH:13]=1)[N:10]([CH3:15])[C:9](=[O:14])[CH2:8]2. The yield is 0.530. (2) The reactants are I[C:2]1[CH:21]=[N:20][C:5]2[NH:6][CH2:7][CH2:8][N:9]([CH2:10][C:11]3[O:12][C:13]([C:16]([F:19])([F:18])[F:17])=[CH:14][CH:15]=3)[C:4]=2[CH:3]=1.CC1(C)C(C)(C)OB([C:30]2[CH:31]=[CH:32][C:33]([N:36]3[CH2:41][CH2:40][O:39][CH2:38][CH2:37]3)=[N:34][CH:35]=2)O1. No catalyst specified. The product is [N:36]1([C:33]2[N:34]=[CH:35][C:30]([C:2]3[CH:21]=[N:20][C:5]4[NH:6][CH2:7][CH2:8][N:9]([CH2:10][C:11]5[O:12][C:13]([C:16]([F:19])([F:18])[F:17])=[CH:14][CH:15]=5)[C:4]=4[CH:3]=3)=[CH:31][CH:32]=2)[CH2:37][CH2:38][O:39][CH2:40][CH2:41]1. The yield is 0.300. (3) The reactants are [CH3:1][C:2]1([CH3:20])[CH2:7][C:6](=O)[CH2:5][C:4]([CH3:10])([CH3:9])[N:3]1[O:11][CH:12]([C:14]1[CH:19]=[CH:18][CH:17]=[CH:16][CH:15]=1)[CH3:13].[NH2:21][OH:22]. The catalyst is CO. The product is [CH3:1][C:2]1([CH3:20])[CH2:7][C:6](=[N:21][OH:22])[CH2:5][C:4]([CH3:10])([CH3:9])[N:3]1[O:11][CH:12]([C:14]1[CH:19]=[CH:18][CH:17]=[CH:16][CH:15]=1)[CH3:13]. The yield is 0.550. (4) The reactants are [CH3:1][N:2]1[CH:6]=[C:5]([CH3:7])[C:4]([C:8]([O:10]CC)=[O:9])=[N:3]1.[OH-].[Na+]. The catalyst is C(O)C. The product is [CH3:1][N:2]1[CH:6]=[C:5]([CH3:7])[C:4]([C:8]([OH:10])=[O:9])=[N:3]1. The yield is 0.410. (5) The reactants are [C:1]([O:5][C:6]([NH:8][C@@H:9]([CH2:24][C:25]1[CH:30]=[CH:29][C:28]([O:31][CH2:32][C:33]2[CH:38]=[CH:37][CH:36]=[CH:35][CH:34]=2)=[C:27]([O:39][CH2:40][C:41]2[CH:46]=[CH:45][CH:44]=[CH:43][CH:42]=2)[CH:26]=1)[C:10]([O:12][C@H:13]([CH3:23])[CH2:14][O:15][Si](C(C)(C)C)(C)C)=[O:11])=[O:7])([CH3:4])([CH3:3])[CH3:2].F.F.F.C(N(CC)CC)C. The catalyst is O1CCCC1. The product is [C:1]([O:5][C:6]([NH:8][C@@H:9]([CH2:24][C:25]1[CH:30]=[CH:29][C:28]([O:31][CH2:32][C:33]2[CH:34]=[CH:35][CH:36]=[CH:37][CH:38]=2)=[C:27]([O:39][CH2:40][C:41]2[CH:46]=[CH:45][CH:44]=[CH:43][CH:42]=2)[CH:26]=1)[C:10]([O:12][C@H:13]([CH3:23])[CH2:14][OH:15])=[O:11])=[O:7])([CH3:2])([CH3:3])[CH3:4]. The yield is 0.980. (6) The reactants are [N+:1]([C:4]1[CH:9]=[CH:8][CH:7]=[CH:6][C:5]=1[NH:10][C@@H:11]([CH2:16][C:17]([O:19][CH3:20])=[O:18])[C:12](OC)=[O:13])([O-])=O. The catalyst is CCO.[Pd]. The product is [O:13]=[C:12]1[NH:1][C:4]2[C:5](=[CH:6][CH:7]=[CH:8][CH:9]=2)[NH:10][C@@H:11]1[CH2:16][C:17]([O:19][CH3:20])=[O:18]. The yield is 0.980. (7) The catalyst is ClCCl.CN(C)C1C=CN=CC=1.O. The product is [CH2:16]([O:18][C:19]([C:21]1[N:22]=[C:23]([NH:26][C:9]([O:11][C:12]([CH3:13])([CH3:14])[CH3:15])=[O:10])[S:24][CH:25]=1)=[O:20])[CH3:17]. The reactants are [C:9](O[C:9]([O:11][C:12]([CH3:15])([CH3:14])[CH3:13])=[O:10])([O:11][C:12]([CH3:15])([CH3:14])[CH3:13])=[O:10].[CH2:16]([O:18][C:19]([C:21]1[N:22]=[C:23]([NH2:26])[S:24][CH:25]=1)=[O:20])[CH3:17]. The yield is 0.620.